This data is from Reaction yield outcomes from USPTO patents with 853,638 reactions. The task is: Predict the reaction yield, written as a fraction of the theoretical maximum amount of product (1.0 means a 100% yield; for example, 0.34 means a 34% yield). The reactants are COC1[CH:8]=[CH:7][C:6]([C@@H:9]([N:11]([CH2:22][C:23]2[N:24]=[C:25]3[CH:30]=[CH:29][CH:28]=[C:27]([N:31]4[CH2:36][CH2:35][N:34]([CH3:37])[CH2:33][CH2:32]4)[N:26]3[CH:38]=2)[C@@H:12]2[C:21]3[N:20]=[CH:19][CH:18]=[CH:17][C:16]=3[CH2:15][CH2:14][CH2:13]2)C)=[CH:5][CH:4]=1.[N:39]1C=CC(C=O)=CC=1. No catalyst specified. The product is [CH3:37][N:34]1[CH2:33][CH2:32][N:31]([C:27]2[N:26]3[CH:38]=[C:23]([CH2:22][N:11]([CH2:9][C:6]4[CH:5]=[CH:4][N:39]=[CH:8][CH:7]=4)[C@@H:12]4[C:21]5[N:20]=[CH:19][CH:18]=[CH:17][C:16]=5[CH2:15][CH2:14][CH2:13]4)[N:24]=[C:25]3[CH:30]=[CH:29][CH:28]=2)[CH2:36][CH2:35]1. The yield is 0.960.